This data is from Reaction yield outcomes from USPTO patents with 853,638 reactions. The task is: Predict the reaction yield, written as a fraction of the theoretical maximum amount of product (1.0 means a 100% yield; for example, 0.34 means a 34% yield). (1) The reactants are [NH2:1][C:2]1[CH:37]=[CH:36][C:5]([CH2:6][CH2:7][N:8]2[C:13]3[N:14]=[C:15]([NH:18][CH2:19][C:20]([OH:23])([CH3:22])[CH3:21])[N:16]=[CH:17][C:12]=3[CH:11]=[C:10]([C:24]3[CH:29]=[C:28]([O:30][CH3:31])[CH:27]=[C:26]([O:32][CH3:33])[C:25]=3[Cl:34])[C:9]2=[O:35])=[CH:4][CH:3]=1.CCN(C(C)C)C(C)C.[C:47](O[C:47](=[O:50])[CH:48]=[CH2:49])(=[O:50])[CH:48]=[CH2:49].O. The catalyst is C(Cl)Cl. The product is [Cl:34][C:25]1[C:26]([O:32][CH3:33])=[CH:27][C:28]([O:30][CH3:31])=[CH:29][C:24]=1[C:10]1[C:9](=[O:35])[N:8]([CH2:7][CH2:6][C:5]2[CH:36]=[CH:37][C:2]([NH:1][C:47](=[O:50])[CH:48]=[CH2:49])=[CH:3][CH:4]=2)[C:13]2[N:14]=[C:15]([NH:18][CH2:19][C:20]([OH:23])([CH3:22])[CH3:21])[N:16]=[CH:17][C:12]=2[CH:11]=1. The yield is 0.180. (2) The reactants are C(Cl)(=O)C.[Cl:5][C:6]1[CH:42]=[CH:41][C:40]([N:43]2[CH:47]=[CH:46][CH:45]=[N:44]2)=[CH:39][C:7]=1[C:8]([NH:10][C:11](=[O:38])[NH:12][C:13]1[S:14][C:15]2[CH:21]=[C:20]([S:22]([CH:25]3[CH2:30][CH2:29][N:28]([C:31](OCCCC)=O)[CH2:27][CH2:26]3)(=[O:24])=[O:23])[CH:19]=[CH:18][C:16]=2[N:17]=1)=[O:9].C=O.C([BH3-])#N.[Na+]. The catalyst is O.CC(O)=O. The product is [Cl:5][C:6]1[CH:42]=[CH:41][C:40]([N:43]2[CH:47]=[CH:46][CH:45]=[N:44]2)=[CH:39][C:7]=1[C:8]([NH:10][C:11](=[O:38])[NH:12][C:13]1[S:14][C:15]2[CH:21]=[C:20]([S:22]([CH:25]3[CH2:30][CH2:29][N:28]([CH3:31])[CH2:27][CH2:26]3)(=[O:24])=[O:23])[CH:19]=[CH:18][C:16]=2[N:17]=1)=[O:9]. The yield is 0.770.